From a dataset of Peptide-MHC class I binding affinity with 185,985 pairs from IEDB/IMGT. Regression. Given a peptide amino acid sequence and an MHC pseudo amino acid sequence, predict their binding affinity value. This is MHC class I binding data. The peptide sequence is LLPIFFCLWV. The MHC is HLA-A02:03 with pseudo-sequence HLA-A02:03. The binding affinity (normalized) is 0.748.